Dataset: Forward reaction prediction with 1.9M reactions from USPTO patents (1976-2016). Task: Predict the product of the given reaction. (1) The product is: [F:32][C:31]([F:33])([F:34])[C:29]1[CH:30]=[C:25]([CH2:24][CH2:23][N:13]2[C:12]([S:11][C:3]3[C:2]([Br:1])=[CH:10][C:6]4[O:7][CH2:8][O:9][C:5]=4[CH:4]=3)=[N:20][C:19]3[C:14]2=[N:15][CH:16]=[N:17][C:18]=3[NH2:21])[CH:26]=[C:27]([C:35]([F:36])([F:37])[F:38])[CH:28]=1. Given the reactants [Br:1][C:2]1[C:3]([S:11][C:12]2[NH:13][C:14]3[C:19]([N:20]=2)=[C:18]([NH2:21])[N:17]=[CH:16][N:15]=3)=[CH:4][C:5]2[O:9][CH2:8][O:7][C:6]=2[CH:10]=1.Br[CH2:23][CH2:24][C:25]1[CH:30]=[C:29]([C:31]([F:34])([F:33])[F:32])[CH:28]=[C:27]([C:35]([F:38])([F:37])[F:36])[CH:26]=1, predict the reaction product. (2) Given the reactants [O:1]=[C:2]1[CH:7]([C:8]([O:10][C@H:11]2[CH2:16][C@@H:15]([CH3:17])[CH2:14][CH2:13][C@@H:12]2[CH:18]([CH3:20])[CH3:19])=[O:9])[CH2:6][CH2:5][CH2:4][NH:3]1.C1C=CC(S(N(S(C2C=CC=CC=2)(=O)=O)[F:31])(=O)=O)=CC=1, predict the reaction product. The product is: [F:31][C@@:7]1([C:8]([O:10][C@H:11]2[CH2:16][C@@H:15]([CH3:17])[CH2:14][CH2:13][C@@H:12]2[CH:18]([CH3:20])[CH3:19])=[O:9])[CH2:6][CH2:5][CH2:4][NH:3][C:2]1=[O:1]. (3) Given the reactants [Br:1][C:2]1[CH:9]=[CH:8][C:5]([CH2:6][OH:7])=[CH:4][C:3]=1[F:10].CC1(C)N([O])C(C)(C)CCC1.[F-].C([N+](CCCC)(CCCC)CCCC)CCC.ClN1C(=O)CCC1=O, predict the reaction product. The product is: [Br:1][C:2]1[CH:9]=[CH:8][C:5]([CH:6]=[O:7])=[CH:4][C:3]=1[F:10]. (4) The product is: [ClH:52].[C:27]([C:31]1[N:36]=[C:35]([N:37]2[CH2:38][CH2:39][N:40]([CH2:43][CH2:44][CH2:45][CH2:46][NH:47][C:1](=[O:9])[C:2]3[CH:3]=[CH:4][N:5]=[CH:6][CH:7]=3)[CH2:41][CH2:42]2)[CH:34]=[C:33]([CH:48]2[CH2:51][CH2:50][CH2:49]2)[N:32]=1)([CH3:30])([CH3:28])[CH3:29]. Given the reactants [C:1]([OH:9])(=O)[C:2]1[CH:7]=[CH:6][N:5]=[CH:4][CH:3]=1.C(N(CC)CC)C.OC1C2N=NNC=2C=CC=1.[C:27]([C:31]1[N:36]=[C:35]([N:37]2[CH2:42][CH2:41][N:40]([CH2:43][CH2:44][CH2:45][CH2:46][NH2:47])[CH2:39][CH2:38]2)[CH:34]=[C:33]([CH:48]2[CH2:51][CH2:50][CH2:49]2)[N:32]=1)([CH3:30])([CH3:29])[CH3:28].[ClH:52].C(N=C=NCCCN(C)C)C, predict the reaction product. (5) Given the reactants [CH:1]([C:3]1[CH:11]=[CH:10][CH:9]=[C:8]2[C:4]=1[CH:5]=[CH:6][NH:7]2)=[O:2].[OH-].[K+].[CH3:14][O:15][CH2:16][CH2:17]Br, predict the reaction product. The product is: [CH3:14][O:15][CH2:16][CH2:17][N:7]1[C:8]2[CH:9]=[CH:10][CH:11]=[C:3]([CH:1]=[O:2])[C:4]=2[CH:5]=[CH:6]1. (6) Given the reactants [C:1]([Si:5]([C:13]1[CH:18]=[CH:17][CH:16]=[CH:15][CH:14]=1)([C:7]1[CH:12]=[CH:11][CH:10]=[CH:9][CH:8]=1)Cl)([CH3:4])([CH3:3])[CH3:2].N1C=CN=C1.[Br:24][CH2:25][C@H:26]([CH3:29])[CH2:27][OH:28].O, predict the reaction product. The product is: [Br:24][CH2:25][C@H:26]([CH3:29])[CH2:27][O:28][Si:5]([C:1]([CH3:4])([CH3:3])[CH3:2])([C:13]1[CH:18]=[CH:17][CH:16]=[CH:15][CH:14]=1)[C:7]1[CH:12]=[CH:11][CH:10]=[CH:9][CH:8]=1. (7) Given the reactants [C:1]([C:5]1[CH:6]=[C:7]([C:16](=[O:22])[CH2:17][C:18](OC)=[O:19])[CH:8]=[C:9]([C:12]([CH3:15])([CH3:14])[CH3:13])[C:10]=1[OH:11])([CH3:4])([CH3:3])[CH3:2].[CH3:23][NH2:24], predict the reaction product. The product is: [C:1]([C:5]1[CH:6]=[C:7]([C:16](=[O:22])[CH2:17][C:18]([NH:24][CH3:23])=[O:19])[CH:8]=[C:9]([C:12]([CH3:15])([CH3:14])[CH3:13])[C:10]=1[OH:11])([CH3:4])([CH3:3])[CH3:2]. (8) Given the reactants [O:1]=[C:2]1[CH2:7][CH2:6][N:5]([C:8]([O:10][CH2:11][C:12]2[CH:17]=[CH:16][CH:15]=[CH:14][CH:13]=2)=[O:9])[CH2:4][CH2:3]1.Br[C:19]1[CH:24]=[C:23]([CH3:25])[CH:22]=[CH:21][N:20]=1, predict the reaction product. The product is: [OH:1][C:2]1([C:19]2[CH:24]=[C:23]([CH3:25])[CH:22]=[CH:21][N:20]=2)[CH2:3][CH2:4][N:5]([C:8]([O:10][CH2:11][C:12]2[CH:17]=[CH:16][CH:15]=[CH:14][CH:13]=2)=[O:9])[CH2:6][CH2:7]1. (9) Given the reactants [CH:1]12[O:8][CH:5]([CH2:6][CH2:7]1)[CH2:4][N:3]([CH:9]([CH3:39])[C:10]([NH:12][C:13]1[CH:14]=[C:15]([NH:24][C:25]([C:27]3[CH:32]=[CH:31][C:30]([C:33]4[CH:38]=[CH:37][CH:36]=[CH:35][CH:34]=4)=[CH:29][CH:28]=3)=[O:26])[CH:16]=[CH:17][C:18]=1[O:19][C:20]([F:23])([F:22])[F:21])=[O:11])[CH2:2]2, predict the reaction product. The product is: [CH:1]12[O:8][CH:5]([CH2:6][CH2:7]1)[CH2:4][N:3]([C@H:9]([CH3:39])[C:10]([NH:12][C:13]1[CH:14]=[C:15]([NH:24][C:25]([C:27]3[CH:28]=[CH:29][C:30]([C:33]4[CH:38]=[CH:37][CH:36]=[CH:35][CH:34]=4)=[CH:31][CH:32]=3)=[O:26])[CH:16]=[CH:17][C:18]=1[O:19][C:20]([F:22])([F:23])[F:21])=[O:11])[CH2:2]2. (10) Given the reactants [Br:1][C:2]1[CH:3]=[C:4]2[C:14](=[CH:15][CH:16]=1)[C@:7]1([O:11][C:10](=[O:12])[NH:9][C:8]1=[O:13])[CH2:6][CH2:5]2.Br[CH2:18][C:19]([N:21]([CH:30]1[CH2:34][N:33]([C:35]([O:37][C:38]([CH3:41])([CH3:40])[CH3:39])=[O:36])[CH2:32][C:31]1([F:43])[F:42])[CH2:22][C:23]1[CH:28]=[CH:27][C:26]([F:29])=[CH:25][CH:24]=1)=[O:20].BrCC(N(CC1C=CC(F)=CC=1)[C@@H](C)C(F)(F)F)=O, predict the reaction product. The product is: [Br:1][C:2]1[CH:3]=[C:4]2[C:14](=[CH:15][CH:16]=1)[C@:7]1([O:11][C:10](=[O:12])[N:9]([CH2:18][C:19]([N:21]([CH:30]3[CH2:34][N:33]([C:35]([O:37][C:38]([CH3:40])([CH3:39])[CH3:41])=[O:36])[CH2:32][C:31]3([F:43])[F:42])[CH2:22][C:23]3[CH:28]=[CH:27][C:26]([F:29])=[CH:25][CH:24]=3)=[O:20])[C:8]1=[O:13])[CH2:6][CH2:5]2.